Dataset: Forward reaction prediction with 1.9M reactions from USPTO patents (1976-2016). Task: Predict the product of the given reaction. Given the reactants [NH2:1][C:2]1[CH:11]=[CH:10][C:5]([C:6]([O:8][CH3:9])=[O:7])=[CH:4][N:3]=1.[C:12]1([N:18]=[C:19]=[O:20])[CH:17]=[CH:16][CH:15]=[CH:14][CH:13]=1, predict the reaction product. The product is: [C:12]1([NH:18][C:19](=[O:20])[NH:1][C:2]2[CH:11]=[CH:10][C:5]([C:6]([O:8][CH3:9])=[O:7])=[CH:4][N:3]=2)[CH:17]=[CH:16][CH:15]=[CH:14][CH:13]=1.